Predict the product of the given reaction. From a dataset of Forward reaction prediction with 1.9M reactions from USPTO patents (1976-2016). (1) Given the reactants [Br:1][C:2]1[CH:7]=[C:6]([F:8])[CH:5]=[CH:4][C:3]=1[CH:9]1[C:14]([C:15]([O:17][CH2:18][CH3:19])=[O:16])=[C:13]([CH3:20])[NH:12][C:11]([C:21]2[C:26]([Cl:27])=[CH:25][CH:24]=[CH:23][N:22]=2)=[N:10]1.C1C(=O)N([Br:35])C(=O)C1, predict the reaction product. The product is: [Br:1][C:2]1[CH:7]=[C:6]([F:8])[CH:5]=[CH:4][C:3]=1[CH:9]1[C:14]([C:15]([O:17][CH2:18][CH3:19])=[O:16])=[C:13]([CH2:20][Br:35])[NH:12][C:11]([C:21]2[C:26]([Cl:27])=[CH:25][CH:24]=[CH:23][N:22]=2)=[N:10]1. (2) The product is: [Br:1][C:2]1[CH:7]=[CH:6][N:5]=[C:4]([NH:8][C:18](=[O:19])[CH2:17][O:16][CH3:15])[CH:3]=1. Given the reactants [Br:1][C:2]1[CH:7]=[CH:6][N:5]=[C:4]([NH2:8])[CH:3]=1.N1C=CC=CC=1.[CH3:15][O:16][CH2:17][C:18](Cl)=[O:19].O, predict the reaction product. (3) Given the reactants [C:1]1([C:6]2[C:14]([N:15]([CH2:20][CH3:21])[S:16]([CH3:19])(=[O:18])=[O:17])=[CH:13][C:12]3[C:8](=[C:9]([C:29]([NH:31][CH3:32])=[O:30])[N:10]([C:22]4[CH:27]=[CH:26][C:25]([F:28])=[CH:24][CH:23]=4)[N:11]=3)[CH:7]=2)[CH2:5][CH2:4][CH2:3][CH:2]=1, predict the reaction product. The product is: [CH:1]1([C:6]2[C:14]([N:15]([CH2:20][CH3:21])[S:16]([CH3:19])(=[O:18])=[O:17])=[CH:13][C:12]3[C:8](=[C:9]([C:29]([NH:31][CH3:32])=[O:30])[N:10]([C:22]4[CH:27]=[CH:26][C:25]([F:28])=[CH:24][CH:23]=4)[N:11]=3)[CH:7]=2)[CH2:5][CH2:4][CH2:3][CH2:2]1. (4) Given the reactants [CH2:1]([C:3]1[CH:8]=[CH:7][C:6]([CH2:9][N:10]2[CH2:15][CH2:14][CH:13]([CH2:16][NH:17][C:18]3[CH:23]=[CH:22][C:21]([N:24]4[CH2:29][CH2:28][O:27][CH2:26][CH2:25]4)=[C:20]([F:30])[CH:19]=3)[CH2:12][CH2:11]2)=[CH:5][CH:4]=1)[CH3:2].[C:31]1([CH2:37][C:38](Cl)=[O:39])[CH:36]=[CH:35][CH:34]=[CH:33][CH:32]=1, predict the reaction product. The product is: [CH2:1]([C:3]1[CH:8]=[CH:7][C:6]([CH2:9][N:10]2[CH2:11][CH2:12][CH:13]([CH2:16][N:17]([C:18]3[CH:23]=[CH:22][C:21]([N:24]4[CH2:25][CH2:26][O:27][CH2:28][CH2:29]4)=[C:20]([F:30])[CH:19]=3)[C:38](=[O:39])[CH2:37][C:31]3[CH:36]=[CH:35][CH:34]=[CH:33][CH:32]=3)[CH2:14][CH2:15]2)=[CH:5][CH:4]=1)[CH3:2].